This data is from Reaction yield outcomes from USPTO patents with 853,638 reactions. The task is: Predict the reaction yield, written as a fraction of the theoretical maximum amount of product (1.0 means a 100% yield; for example, 0.34 means a 34% yield). (1) The reactants are [CH2:1]([C:3]1[CH:24]=[CH:23][CH:22]=[C:21]([CH3:25])[C:4]=1[CH2:5][NH:6][C:7]1[C:15]2[N:14]=[C:13]([CH3:16])[N:12]([CH3:17])[C:11]=2[CH:10]=[C:9]([C:18](O)=[O:19])[CH:8]=1)[CH3:2].[NH:26]1[CH2:31][CH2:30][O:29][CH2:28][CH2:27]1.O.C(=O)([O-])O.[Na+]. The catalyst is O1CCCC1.CN(C)C=O. The product is [CH2:22]([C:21]1[CH:25]=[CH:2][CH:1]=[C:3]([CH3:24])[C:4]=1[CH2:5][NH:6][C:7]1[C:15]2[N:14]=[C:13]([CH3:16])[N:12]([CH3:17])[C:11]=2[CH:10]=[C:9]([C:18]([N:26]2[CH2:31][CH2:30][O:29][CH2:28][CH2:27]2)=[O:19])[CH:8]=1)[CH3:23]. The yield is 0.890. (2) The reactants are [CH3:1][O:2][C:3]([C:5]1[CH2:9][C:8](O)([C:10]2[O:11][C:12]([O:15][CH3:16])=[CH:13][N:14]=2)[N:7]([C:18]2[CH:19]=[N:20][C:21]([CH3:24])=[CH:22][CH:23]=2)[N:6]=1)=[O:4].O.C(Cl)(Cl)Cl. The catalyst is ClCCl.C(N(CC)CC)C.CS(Cl)(=O)=O.CN(C)C1C=CN=CC=1. The product is [CH3:1][O:2][C:3]([C:5]1[CH:9]=[C:8]([C:10]2[O:11][C:12]([O:15][CH3:16])=[CH:13][N:14]=2)[N:7]([C:18]2[CH:19]=[N:20][C:21]([CH3:24])=[CH:22][CH:23]=2)[N:6]=1)=[O:4]. The yield is 0.0520.